From a dataset of Forward reaction prediction with 1.9M reactions from USPTO patents (1976-2016). Predict the product of the given reaction. (1) Given the reactants F[C:2]1[CH:7]=[CH:6][C:5]([N+:8]([O-:10])=[O:9])=[CH:4][C:3]=1[C:11]1[O:12][C:13]2[CH:19]=[CH:18][C:17]([C:20]3[CH:25]=[CH:24][CH:23]=[CH:22][CH:21]=3)=[CH:16][C:14]=2[N:15]=1, predict the reaction product. The product is: [N+:8]([C:5]1[CH:6]=[CH:7][C:2]([O:12][CH2:11][CH2:3][CH2:2][CH3:7])=[C:3]([C:11]2[O:12][C:13]3[CH:19]=[CH:18][C:17]([C:20]4[CH:25]=[CH:24][CH:23]=[CH:22][CH:21]=4)=[CH:16][C:14]=3[N:15]=2)[CH:4]=1)([O-:10])=[O:9]. (2) Given the reactants Cl[C:2]1[N:7]=[C:6]([C:8]2[CH:13]=[CH:12][C:11]([N:14]([CH2:19][C:20]#[N:21])[S:15]([CH3:18])(=[O:17])=[O:16])=[CH:10][CH:9]=2)[CH:5]=[CH:4][N:3]=1.[NH2:22][C:23]1[CH:24]=[CH:25][C:26]([N:32]2[CH2:37][CH2:36][O:35][CH2:34][CH2:33]2)=[C:27]([CH:31]=1)[C:28]([OH:30])=[O:29].O.C1(C)C=CC(S(O)(=O)=O)=CC=1, predict the reaction product. The product is: [C:20]([CH2:19][N:14]([C:11]1[CH:12]=[CH:13][C:8]([C:6]2[CH:5]=[CH:4][N:3]=[C:2]([NH:22][C:23]3[CH:24]=[CH:25][C:26]([N:32]4[CH2:33][CH2:34][O:35][CH2:36][CH2:37]4)=[C:27]([CH:31]=3)[C:28]([OH:30])=[O:29])[N:7]=2)=[CH:9][CH:10]=1)[S:15]([CH3:18])(=[O:17])=[O:16])#[N:21]. (3) Given the reactants [C:1]12([CH2:11][S:12](O)(=O)=O)C(C)(C)[CH:5]([CH2:6][CH2:7]1)C[C:2]2=[O:3].[N+:16]([C:19]1[CH:24]=[CH:23][C:22]([CH2:25][CH2:26][NH2:27])=[CH:21][CH:20]=1)([O-:18])=[O:17].S1CCC(=O)CC1.Cl[C:36]([N:38]=C=O)=[O:37], predict the reaction product. The product is: [N+:16]([C:19]1[CH:20]=[CH:21][C:22]([CH2:25][CH2:26][N:27]2[C:7]3[CH2:6][CH2:5][S:12][CH2:11][C:1]=3[C:2](=[O:3])[NH:38][C:36]2=[O:37])=[CH:23][CH:24]=1)([O-:18])=[O:17]. (4) Given the reactants [CH:1]1([CH2:4][O:5][C:6]2[CH:11]=[C:10]([F:12])[CH:9]=[CH:8][C:7]=2[C:13]2[C:14]3[NH:21][CH:20]=[C:19]([C:22]([OH:24])=O)[C:15]=3[N:16]=[CH:17][N:18]=2)[CH2:3][CH2:2]1.[C:25]([O:29][C:30]([N:32]1[CH2:37][CH2:36][CH:35]([NH2:38])[CH2:34][CH2:33]1)=[O:31])([CH3:28])([CH3:27])[CH3:26], predict the reaction product. The product is: [C:25]([O:29][C:30]([N:32]1[CH2:37][CH2:36][CH:35]([NH:38][C:22]([C:19]2[C:15]3[N:16]=[CH:17][N:18]=[C:13]([C:7]4[CH:8]=[CH:9][C:10]([F:12])=[CH:11][C:6]=4[O:5][CH2:4][CH:1]4[CH2:2][CH2:3]4)[C:14]=3[NH:21][CH:20]=2)=[O:24])[CH2:34][CH2:33]1)=[O:31])([CH3:28])([CH3:26])[CH3:27]. (5) Given the reactants [CH3:1][O:2][C:3]1[CH:22]=[CH:21][C:6]([CH2:7][C@@H:8]2[C:12]3=[N:13][C:14]4[CH:19]=[CH:18][CH:17]=[CH:16][C:15]=4[N:11]3[C:10](=[O:20])[NH:9]2)=[CH:5][CH:4]=1.[F:23][C:24]1[CH:29]=[CH:28][C:27]([C@H:30]([NH2:32])[CH3:31])=[CH:26][CH:25]=1.C(O)(C(F)(F)F)=O, predict the reaction product. The product is: [NH:11]1[C:15]2[CH:16]=[CH:17][CH:18]=[CH:19][C:14]=2[N:13]=[C:12]1[C@H:8]([NH:9][C:10]([NH:32][C@@H:30]([C:27]1[CH:28]=[CH:29][C:24]([F:23])=[CH:25][CH:26]=1)[CH3:31])=[O:20])[CH2:7][C:6]1[CH:21]=[CH:22][C:3]([O:2][CH3:1])=[CH:4][CH:5]=1. (6) Given the reactants [C:1](=[O:4])([OH:3])[O-].[Na+].Cl.[NH2:7][OH:8].[C:9]1([O:15][C:16](Cl)=[O:17])[CH:14]=[CH:13][CH:12]=[CH:11][CH:10]=1, predict the reaction product. The product is: [O:3]([C:1]([NH:7][O:8][C:16]([O:15][C:9]1[CH:14]=[CH:13][CH:12]=[CH:11][CH:10]=1)=[O:17])=[O:4])[C:9]1[CH:14]=[CH:13][CH:12]=[CH:11][CH:10]=1. (7) Given the reactants [Cl:1][S:2]([OH:5])(=O)=[O:3].[Br:6][C:7]1[N:8]=[C:9]2[N:13]([CH:14]=1)[CH:12]=[CH:11][S:10]2.Cl.[OH-].[Na+], predict the reaction product. The product is: [Br:6][C:7]1[N:8]=[C:9]2[N:13]([C:14]=1[S:2]([Cl:1])(=[O:5])=[O:3])[CH:12]=[CH:11][S:10]2. (8) Given the reactants Cl[C:2]1[N:11]2[CH:12]=[CH:13][CH:14]=[C:10]2[C:9]2[CH:8]=[C:7]([Cl:15])[CH:6]=[CH:5][C:4]=2[N:3]=1.[CH3:16][N:17]1[CH2:22][CH2:21][NH:20][CH2:19][CH2:18]1, predict the reaction product. The product is: [Cl:15][C:7]1[CH:6]=[CH:5][C:4]2[N:3]=[C:2]([N:20]3[CH2:21][CH2:22][N:17]([CH3:16])[CH2:18][CH2:19]3)[N:11]3[CH:12]=[CH:13][CH:14]=[C:10]3[C:9]=2[CH:8]=1. (9) Given the reactants [N:1]1([CH2:7][C:8]2[CH:13]=[CH:12][C:11]([NH:14][C:15](=[S:37])[NH:16][NH:17][C:18](=O)[C:19]3[CH:24]=[C:23]([CH:25]([CH3:27])[CH3:26])[C:22]([O:28][CH2:29][O:30][CH3:31])=[CH:21][C:20]=3[O:32][CH2:33][O:34][CH3:35])=[CH:10][CH:9]=2)[CH2:6][CH2:5][O:4][CH2:3][CH2:2]1, predict the reaction product. The product is: [CH:25]([C:23]1[C:22]([O:28][CH2:29][O:30][CH3:31])=[CH:21][C:20]([O:32][CH2:33][O:34][CH3:35])=[C:19]([C:18]2[N:14]([C:11]3[CH:12]=[CH:13][C:8]([CH2:7][N:1]4[CH2:6][CH2:5][O:4][CH2:3][CH2:2]4)=[CH:9][CH:10]=3)[C:15](=[S:37])[NH:16][N:17]=2)[CH:24]=1)([CH3:27])[CH3:26]. (10) Given the reactants [C:1]([O:5][C:6]([N:8]1[CH2:12][CH2:11][C@H:10]([NH:13][C:14]2[N:22]=[CH:21][N:20]=[C:19]3[C:15]=2[N:16]=[C:17]([C:25]([O:27]C)=O)[N:18]3[CH2:23][CH3:24])[CH2:9]1)=[O:7])([CH3:4])([CH3:3])[CH3:2].[NH3:29], predict the reaction product. The product is: [C:25]([C:17]1[N:18]([CH2:23][CH3:24])[C:19]2[C:15]([N:16]=1)=[C:14]([NH:13][C@H:10]1[CH2:11][CH2:12][N:8]([C:6]([O:5][C:1]([CH3:4])([CH3:2])[CH3:3])=[O:7])[CH2:9]1)[N:22]=[CH:21][N:20]=2)(=[O:27])[NH2:29].